From a dataset of Full USPTO retrosynthesis dataset with 1.9M reactions from patents (1976-2016). Predict the reactants needed to synthesize the given product. (1) The reactants are: [NH2:1][C:2]1[N:3]=[CH:4][C:5]([C:12]2[CH:13]=[C:14]([CH:18]=[CH:19][CH:20]=2)[C:15]([OH:17])=O)=[N:6][C:7]=1[C:8]([NH:10][CH3:11])=[O:9].ON1C2C=CC=CC=2N=N1.[Cl:31][C:32]1[CH:39]=[CH:38][C:35]([CH2:36][NH2:37])=[CH:34][CH:33]=1.Cl.C(N=C=NCCCN(C)C)C. Given the product [NH2:1][C:2]1[C:7]([C:8]([NH:10][CH3:11])=[O:9])=[N:6][C:5]([C:12]2[CH:20]=[CH:19][CH:18]=[C:14]([C:15]([NH:37][CH2:36][C:35]3[CH:38]=[CH:39][C:32]([Cl:31])=[CH:33][CH:34]=3)=[O:17])[CH:13]=2)=[CH:4][N:3]=1, predict the reactants needed to synthesize it. (2) Given the product [Cl:17][C:4]1[C:5]2[C:10]([CH3:12])([CH3:11])[C:9](=[O:13])[N:8]([CH:14]3[CH2:16][CH2:15]3)[C:6]=2[N:7]=[C:2]([C:23]2[CH:22]=[CH:21][N:20]=[C:19]([CH3:18])[CH:24]=2)[N:3]=1, predict the reactants needed to synthesize it. The reactants are: Cl[C:2]1[N:3]=[C:4]([Cl:17])[C:5]2[C:10]([CH3:12])([CH3:11])[C:9](=[O:13])[N:8]([CH:14]3[CH2:16][CH2:15]3)[C:6]=2[N:7]=1.[CH3:18][C:19]1[CH:24]=[C:23](B(O)O)[CH:22]=[CH:21][N:20]=1. (3) Given the product [Cl:13][C:5]1[C:4]2[C:9](=[CH:10][CH:11]=[C:2]([NH:25][CH2:24][C:23]3[CH:26]=[CH:27][CH:28]=[CH:29][C:22]=3[O:15][C:16]3[CH:21]=[CH:20][CH:19]=[CH:18][CH:17]=3)[CH:3]=2)[C:8](=[O:12])[NH:7][N:6]=1, predict the reactants needed to synthesize it. The reactants are: Br[C:2]1[CH:3]=[C:4]2[C:9](=[CH:10][CH:11]=1)[C:8](=[O:12])[NH:7][N:6]=[C:5]2[Cl:13].Cl.[O:15]([C:22]1[CH:29]=[CH:28][CH:27]=[CH:26][C:23]=1[CH2:24][NH2:25])[C:16]1[CH:21]=[CH:20][CH:19]=[CH:18][CH:17]=1.C1C=CC(P(C2C(C3C(P(C4C=CC=CC=4)C4C=CC=CC=4)=CC=C4C=3C=CC=C4)=C3C(C=CC=C3)=CC=2)C2C=CC=CC=2)=CC=1.CC([O-])(C)C.[Na+]. (4) Given the product [CH3:1][C:2]1[N:3]=[CH:4][S:5][C:6]=1[C:7]([O:9][CH2:10][CH3:11])=[O:8], predict the reactants needed to synthesize it. The reactants are: [CH3:1][C:2]1[N:3]=[CH:4][S:5][C:6]=1[C:7]([OH:9])=[O:8].[C:10](Cl)(=O)[C:11](Cl)=O. (5) Given the product [CH2:1]([O:3][C:4]1[CH:5]=[C:6]2[C:11](=[C:12]3[CH2:16][C:15]([CH3:18])([CH3:17])[O:14][C:13]=13)[C:10]([C:19]1[CH:20]=[C:21]([CH:26]=[CH:27][CH:28]=1)[C:22]([NH:24][CH3:25])=[O:23])=[N:9][C:8]([CH3:30])([CH3:29])[CH:7]2[F:38])[CH3:2], predict the reactants needed to synthesize it. The reactants are: [CH2:1]([O:3][C:4]1[CH:5]=[C:6]2[C:11](=[C:12]3[CH2:16][C:15]([CH3:18])([CH3:17])[O:14][C:13]=13)[C:10]([C:19]1[CH:20]=[C:21]([CH:26]=[CH:27][CH:28]=1)[C:22]([NH:24][CH3:25])=[O:23])=[N:9][C:8]([CH3:30])([CH3:29])[CH:7]2O)[CH3:2].C(N(S(F)(F)[F:38])CC)C.C(=O)([O-])O.[Na+]. (6) Given the product [C:1]([O:5][C:6](=[O:29])[NH:7][C:8]1[CH:13]=[CH:12][C:11]([C:14]2[CH:15]=[N:16][C:17]([O:20][CH2:21][C:22]3[CH:23]=[CH:24][CH:25]=[CH:26][CH:27]=3)=[CH:18][CH:19]=2)=[CH:10][C:9]=1[NH:28][C:43](=[O:44])[CH2:42][C:41]([C:37]1[CH:38]=[CH:39][CH:40]=[C:35]([N:30]2[CH:34]=[CH:33][N:32]=[CH:31]2)[CH:36]=1)=[O:46])([CH3:4])([CH3:2])[CH3:3], predict the reactants needed to synthesize it. The reactants are: [C:1]([O:5][C:6](=[O:29])[NH:7][C:8]1[CH:13]=[CH:12][C:11]([C:14]2[CH:15]=[N:16][C:17]([O:20][CH2:21][C:22]3[CH:27]=[CH:26][CH:25]=[CH:24][CH:23]=3)=[CH:18][CH:19]=2)=[CH:10][C:9]=1[NH2:28])([CH3:4])([CH3:3])[CH3:2].[N:30]1([C:35]2[CH:36]=[C:37]([C:41]3[O:46]C(C)(C)[O:44][C:43](=O)[CH:42]=3)[CH:38]=[CH:39][CH:40]=2)[CH:34]=[CH:33][N:32]=[CH:31]1. (7) Given the product [C:13]([O:12][C:10]([N:7]1[CH2:8][CH2:9][CH:4]([CH2:1][CH2:2][CH2:3][C:30]2[CH:31]=[N:32][C:33]3[C:38]([CH:39]=2)=[CH:37][CH:36]=[CH:35][CH:34]=3)[CH2:5][CH2:6]1)=[O:11])([CH3:16])([CH3:15])[CH3:14], predict the reactants needed to synthesize it. The reactants are: [CH2:1]([CH:4]1[CH2:9][CH2:8][N:7]([C:10]([O:12][C:13]([CH3:16])([CH3:15])[CH3:14])=[O:11])[CH2:6][CH2:5]1)[CH:2]=[CH2:3].B1C2CCCC1CCC2.C[O-].[Na+].Br[C:30]1[CH:31]=[N:32][C:33]2[C:38]([CH:39]=1)=[CH:37][CH:36]=[CH:35][CH:34]=2.C(Cl)Cl. (8) Given the product [CH2:1]([O:3][C:4]([N:6]1[CH2:7][CH2:8][N:9]([CH2:12][C:13]#[C:14][C:16]2[CH:17]=[C:18]([C:19]#[N:20])[CH:21]=[CH:22][C:23]=2[F:24])[CH2:10][CH2:11]1)=[O:5])[CH3:2], predict the reactants needed to synthesize it. The reactants are: [CH2:1]([O:3][C:4]([N:6]1[CH2:11][CH2:10][N:9]([CH2:12][C:13]#[CH:14])[CH2:8][CH2:7]1)=[O:5])[CH3:2].Br[C:16]1[CH:17]=[C:18]([CH:21]=[CH:22][C:23]=1[F:24])[C:19]#[N:20].C(NC(C)C)(C)C.C(P(C(C)(C)C)C(C)(C)C)(C)(C)C. (9) Given the product [CH3:2][C:1]1[CH:8]=[C:7]([CH:6]([OH:9])[CH3:5])[O:4][N:3]=1, predict the reactants needed to synthesize it. The reactants are: [CH:1](=[N:3][OH:4])[CH3:2].[CH3:5][CH:6]([OH:9])[C:7]#[CH:8].CCN(CC)CC.[O-]Cl.[Na+].